Dataset: Catalyst prediction with 721,799 reactions and 888 catalyst types from USPTO. Task: Predict which catalyst facilitates the given reaction. (1) Reactant: C(=O)([O-])[O-].[K+].[K+].[CH:7]1([CH2:13][C@@H:14]([NH2:30])[CH2:15][N:16]2[CH2:21][CH2:20][CH:19]([C:22]3[CH:27]=[CH:26][CH:25]=[CH:24][C:23]=3[O:28][CH3:29])[CH2:18][CH2:17]2)[CH2:12][CH2:11][CH2:10][CH2:9][CH2:8]1.[CH3:31][C:32]([CH3:37])([CH3:36])[C:33]([Cl:35])=[O:34]. Product: [CH:7]1([CH2:13][C@@H:14]([NH:30][C:33](=[O:34])[C:32]([CH3:37])([CH3:36])[CH3:31])[CH2:15][N:16]2[CH2:17][CH2:18][CH:19]([C:22]3[CH:27]=[CH:26][CH:25]=[CH:24][C:23]=3[O:28][CH3:29])[CH2:20][CH2:21]2)[CH2:12][CH2:11][CH2:10][CH2:9][CH2:8]1.[ClH:35]. The catalyst class is: 46. (2) Reactant: Br[C:2]1[CH:14]=[CH:13][C:5]([CH2:6][N:7]2[CH2:12][CH2:11][NH:10][CH2:9][CH2:8]2)=[CH:4][CH:3]=1.[F:15][C:16]([F:27])([F:26])[C:17]1[CH:22]=[CH:21][CH:20]=[CH:19][C:18]=1B(O)O.C(=O)([O-])[O-].[Na+].[Na+].C1(C)C=CC=CC=1. Product: [F:15][C:16]([F:27])([F:26])[C:17]1[CH:22]=[CH:21][CH:20]=[CH:19][C:18]=1[C:2]1[CH:14]=[CH:13][C:5]([CH2:6][N:7]2[CH2:12][CH2:11][NH:10][CH2:9][CH2:8]2)=[CH:4][CH:3]=1. The catalyst class is: 461. (3) Reactant: [Cl:1][C:2]1[CH:7]=[CH:6][C:5]([N:8]2[CH:12]=[CH:11][C:10]([C:13](OC)=[O:14])=[N:9]2)=[CH:4][CH:3]=1.[H-].[Al+3].[Li+].[H-].[H-].[H-].[OH-].[Na+].S([O-])([O-])(=O)=O.[Mg+2]. Product: [Cl:1][C:2]1[CH:3]=[CH:4][C:5]([N:8]2[CH:12]=[CH:11][C:10]([CH2:13][OH:14])=[N:9]2)=[CH:6][CH:7]=1. The catalyst class is: 132.